Task: Regression. Given a peptide amino acid sequence and an MHC pseudo amino acid sequence, predict their binding affinity value. This is MHC class I binding data.. Dataset: Peptide-MHC class I binding affinity with 185,985 pairs from IEDB/IMGT (1) The peptide sequence is RRFDTFKAF. The MHC is HLA-B15:01 with pseudo-sequence HLA-B15:01. The binding affinity (normalized) is 0.0847. (2) The peptide sequence is YSRPWNWTF. The MHC is HLA-A32:15 with pseudo-sequence HLA-A32:15. The binding affinity (normalized) is 0.787. (3) The peptide sequence is YTSLDVYGS. The MHC is HLA-A33:01 with pseudo-sequence HLA-A33:01. The binding affinity (normalized) is 0.